Predict the reaction yield, written as a fraction of the theoretical maximum amount of product (1.0 means a 100% yield; for example, 0.34 means a 34% yield). From a dataset of Reaction yield outcomes from USPTO patents with 853,638 reactions. (1) The reactants are [CH3:1][C:2]1[CH:6]=[C:5]([C:7]([OH:9])=O)[N:4]([CH2:10][C:11]([F:14])([F:13])[F:12])[N:3]=1.C(Cl)(=O)C(Cl)=O.[NH2:21][C:22]1[CH:23]=[C:24]([CH:41]=[CH:42][CH:43]=1)[O:25][C:26]1[CH:27]=[CH:28][C:29]2[N:30]([CH:32]=[C:33]([NH:35][C:36]([CH:38]3[CH2:40][CH2:39]3)=[O:37])[N:34]=2)[N:31]=1.C(N(CC)CC)C. The catalyst is CN(C)C=O.O1CCCC1. The product is [CH:38]1([C:36]([NH:35][C:33]2[N:34]=[C:29]3[CH:28]=[CH:27][C:26]([O:25][C:24]4[CH:23]=[C:22]([NH:21][C:7]([C:5]5[N:4]([CH2:10][C:11]([F:14])([F:13])[F:12])[N:3]=[C:2]([CH3:1])[CH:6]=5)=[O:9])[CH:43]=[CH:42][CH:41]=4)=[N:31][N:30]3[CH:32]=2)=[O:37])[CH2:39][CH2:40]1. The yield is 0.870. (2) The product is [F:21][C:20]([F:22])([F:23])[C:18]1[CH:19]=[C:14]([NH:13][C:11](=[O:12])[C:10]2[CH:28]=[C:6]([C:1](=[O:5])[CH:2]([CH3:3])[CH3:4])[CH:7]=[CH:8][C:9]=2[OH:29])[CH:15]=[C:16]([C:24]([F:26])([F:27])[F:25])[CH:17]=1. The reactants are [C:1]([C:6]1[CH:7]=[CH:8][C:9]([O:29]C)=[C:10]([CH:28]=1)[C:11]([NH:13][C:14]1[CH:19]=[C:18]([C:20]([F:23])([F:22])[F:21])[CH:17]=[C:16]([C:24]([F:27])([F:26])[F:25])[CH:15]=1)=[O:12])(=[O:5])[CH:2]([CH3:4])[CH3:3].N1C(C)=CC(C)=CC=1C.[I-].[Li+].Cl. The yield is 0.653. No catalyst specified. (3) The reactants are [C:1]([NH:4][CH2:5][CH2:6][CH:7]1[C:15]2[C:10](=[CH:11][CH:12]=[C:13]([NH:17][C:18](=[O:31])[CH2:19][CH2:20][CH:21]([O:23]CC3C=CC=CC=3)[CH3:22])[C:14]=2O)[CH2:9][CH2:8]1)(=[O:3])[CH3:2].[C:32]1([CH3:42])[CH:37]=[CH:36][C:35](S([O-])(=O)=O)=[CH:34][CH:33]=1.[NH+]1C=CC=CC=1. The catalyst is C1(C)C(C)=CC=CC=1. The product is [CH2:42]([O:23][CH:21]([CH3:22])[CH2:20][CH2:19][C:18]1[O:31][C:14]2[C:15]3[CH:7]([CH2:6][CH2:5][NH:4][C:1](=[O:3])[CH3:2])[CH2:8][CH2:9][C:10]=3[CH:11]=[CH:12][C:13]=2[N:17]=1)[C:32]1[CH:37]=[CH:36][CH:35]=[CH:34][CH:33]=1. The yield is 0.810. (4) The product is [Cl:22][C:23]1[CH:24]=[CH:25][C:26]([OH:36])=[C:27]([C:29]2[N:14]([CH:12]3[CH2:13][N:10]([CH:9]([C:3]4[CH:4]=[CH:5][CH:6]=[CH:7][CH:8]=4)[C:16]4[CH:21]=[CH:20][CH:19]=[CH:18][CH:17]=4)[CH2:11]3)[N:15]=[CH:31][CH:30]=2)[CH:28]=1. The reactants are Cl.Cl.[C:3]1([CH:9]([C:16]2[CH:21]=[CH:20][CH:19]=[CH:18][CH:17]=2)[N:10]2[CH2:13][CH:12]([NH:14][NH2:15])[CH2:11]2)[CH:8]=[CH:7][CH:6]=[CH:5][CH:4]=1.[Cl:22][C:23]1[CH:24]=[CH:25][C:26]([OH:36])=[C:27]([C:29](=O)/[CH:30]=[CH:31]/N(C)C)[CH:28]=1. The yield is 0.420. The catalyst is C(O)C.C(O)(=O)C.COC(C)(C)C. (5) The reactants are [Cl:1][C:2]1[CH:7]=[CH:6][C:5]([C:8]2[S:9][C:10]([C:14]([OH:16])=O)=[C:11]([CH3:13])[N:12]=2)=[C:4]([O:17][CH3:18])[CH:3]=1.[CH3:19][O:20][C:21]1[CH:30]=[CH:29][C:24]([CH2:25][N:26]([CH3:28])[NH2:27])=[CH:23][CH:22]=1.Cl.C(N=C=NCCCN(C)C)C.O.ON1C2C=CC=CC=2N=N1.C(N(CC)C(C)C)(C)C. The catalyst is C(OCC)(=O)C.C1(C)C=CC=CC=1.CN(C)C=O. The product is [CH3:19][O:20][C:21]1[CH:30]=[CH:29][C:24]([CH2:25][N:26]([CH3:28])[NH:27][C:14]([C:10]2[S:9][C:8]([C:5]3[CH:6]=[CH:7][C:2]([Cl:1])=[CH:3][C:4]=3[O:17][CH3:18])=[N:12][C:11]=2[CH3:13])=[O:16])=[CH:23][CH:22]=1. The yield is 0.670. (6) The reactants are [H-].[Na+].CC(C)([C:8]([O-:10])=[O:9])C([O-])=O.F[C:13]1[CH:18]=[CH:17][C:16]([F:19])=[CH:15][C:14]=1[N+:20]([O-:22])=[O:21].[Cl-].[NH4+].[C:25]([O:28][CH2:29]C)(=[O:27])[CH3:26].[CH3:31]CCCCC. The catalyst is CS(C)=O. The product is [F:19][C:16]1[CH:17]=[CH:18][C:13]([CH:26]([C:8]([O:10][CH3:31])=[O:9])[C:25]([O:28][CH3:29])=[O:27])=[C:14]([N+:20]([O-:22])=[O:21])[CH:15]=1. The yield is 0.800. (7) The product is [Br:21][CH:22]([CH3:26])[C:23]([O:13][CH2:1][CH2:2][CH2:3][CH2:4][CH2:5][CH2:6][CH2:7][CH2:8][CH2:9][CH2:10][CH2:11][CH3:12])=[O:24]. The catalyst is C1(C)C=CC=CC=1. The yield is 0.940. The reactants are [CH2:1]([OH:13])[CH2:2][CH2:3][CH2:4][CH2:5][CH2:6][CH2:7][CH2:8][CH2:9][CH2:10][CH2:11][CH3:12].C(N(CC)CC)C.[Br:21][CH:22]([CH3:26])[C:23](Br)=[O:24].